This data is from Antibody developability classification from SAbDab with 2,409 antibodies. The task is: Regression/Classification. Given an antibody's heavy chain and light chain sequences, predict its developability. TAP uses regression for 5 developability metrics; SAbDab uses binary classification. (1) The antibody is ['EVNLVESGGGLVQPGGSLKVSCVTSGFTFSDYYMYWVRQTPEKRLEWVAYISQGGDITDYPDTVKGRFTISRDNAKNSLYLQMSRLKSEDTAMYYCARGLDDGAWFAYWGQGTLVTVSV', 'DVLMTQIPVSLPVSLGDQASISCRSSQIIVHNNGNTYLEWYLQKPGQSPQLLIYKVSNRFSGVPDRFSGSGSGTDFTLKISRVEAEDLGVYYCFQGSHVPFTFGSGTKLEIK']. Result: 0 (not developable). (2) The antibody is ['EVQLQQSGTVLARPGASVKMSCKASGYSFTSFWMHWVKQRPGQGLEWIGTIYPGNSDTSYNQKFKGKAKLTAVTSASTAYMEVSSLTNEDSAVYYCTRRSGYKYYALDYWGQGTSVTVSS', 'DVLMTQTPLSLPVSLGDQASISCRSSQSIVHSNGNTYLEWYLQKPGQSPKLLIYKVSNRFSGVPDRFSGSGSGTDFTLKISRVEAEDLGVYYCFQGSLVPTFGGGTKLEIK']. Result: 0 (not developable).